Dataset: Full USPTO retrosynthesis dataset with 1.9M reactions from patents (1976-2016). Task: Predict the reactants needed to synthesize the given product. (1) The reactants are: Cl[C:2]1[C:11]2[C:6](=[CH:7][CH:8]=[CH:9][CH:10]=2)[CH:5]=[C:4]([NH:12][C:13]2[CH:17]=[CH:16][NH:15][N:14]=2)[N:3]=1.[S:18]1[CH:22]=[CH:21][C:20](B(O)O)=[CH:19]1. Given the product [NH:15]1[CH:16]=[CH:17][C:13]([NH:12][C:4]2[N:3]=[C:2]([C:20]3[CH:21]=[CH:22][S:18][CH:19]=3)[C:11]3[C:6]([CH:5]=2)=[CH:7][CH:8]=[CH:9][CH:10]=3)=[N:14]1, predict the reactants needed to synthesize it. (2) Given the product [N+:10]([C:9]1[C:2]2[S:15][C:16]([C:17]([O:19][CH3:20])=[O:18])=[CH:4][C:3]=2[CH:6]=[CH:7][CH:8]=1)([O-:12])=[O:11], predict the reactants needed to synthesize it. The reactants are: Cl[C:2]1[C:9]([N+:10]([O-:12])=[O:11])=[CH:8][CH:7]=[CH:6][C:3]=1[CH:4]=O.[H-].[Na+].[SH:15][CH2:16][C:17]([O:19][CH3:20])=[O:18]. (3) Given the product [CH2:1]([O:3][C@@H:4]([CH2:8][C:9]1[CH:14]=[CH:13][C:12]([O:15][CH2:16][C:17]2[CH:22]=[CH:21][C:20]([S:23]([CH3:26])(=[O:25])=[O:24])=[CH:19][CH:18]=2)=[CH:11][CH:10]=1)[C:5]([NH:38][O:37][CH3:36])=[O:7])[CH3:2], predict the reactants needed to synthesize it. The reactants are: [CH2:1]([O:3][C@@H:4]([CH2:8][C:9]1[CH:14]=[CH:13][C:12]([O:15][CH2:16][C:17]2[CH:22]=[CH:21][C:20]([S:23]([CH3:26])(=[O:25])=[O:24])=[CH:19][CH:18]=2)=[CH:11][CH:10]=1)[C:5]([OH:7])=O)[CH3:2].F[P-](F)(F)(F)(F)F.C[N+](C)=[C:36](N(C)C)[O:37][N:38]1C2N=CC=CC=2N=N1.C(N(CC)C(C)C)(C)C.[Cl-].CO[NH3+]. (4) Given the product [CH:1]1([N:6]2[CH2:12][C:11]([F:14])([F:13])[C:10](=[O:15])[N:9]([CH3:16])[C:8]3[CH:17]=[N:18][C:19]([NH:21][C:22]4[CH:30]=[CH:29][C:25]([C:26]([NH:66][CH2:67][CH:68]([OH:76])[CH2:69][N:70]5[CH2:71][CH2:72][NH:73][CH2:74][CH2:75]5)=[O:27])=[CH:24][C:23]=4[O:31][CH3:32])=[N:20][C:7]2=3)[CH2:5][CH2:4][CH2:3][CH2:2]1, predict the reactants needed to synthesize it. The reactants are: [CH:1]1([N:6]2[CH2:12][C:11]([F:14])([F:13])[C:10](=[O:15])[N:9]([CH3:16])[C:8]3[CH:17]=[N:18][C:19]([NH:21][C:22]4[CH:30]=[CH:29][C:25]([C:26](O)=[O:27])=[CH:24][C:23]=4[O:31][CH3:32])=[N:20][C:7]2=3)[CH2:5][CH2:4][CH2:3][CH2:2]1.F[P-](F)(F)(F)(F)F.CN(C(N(C)C)=[N+]1C2C(=NC=CC=2)[N+]([O-])=N1)C.C(N(C(C)C)C(C)C)C.[NH2:66][CH2:67][CH:68]([OH:76])[CH2:69][N:70]1[CH2:75][CH2:74][NH:73][CH2:72][CH2:71]1. (5) Given the product [O:6]=[C:2]([CH3:1])[CH2:3][C:4]([NH:13][CH:8]1[CH2:9][CH2:10][CH2:11][CH2:12][CH:7]1[NH:14][C:4](=[O:5])[CH2:3][C:2]([CH3:1])=[O:6])=[O:5], predict the reactants needed to synthesize it. The reactants are: [CH2:1]=[C:2]1[O:6][C:4](=[O:5])[CH2:3]1.[CH:7]1([NH2:14])[CH2:12][CH2:11][CH2:10][CH2:9][CH:8]1[NH2:13]. (6) Given the product [C:1]([O:11][CH:12]([C:14]([C:17]([O:19][Na:22])=[O:18])([F:16])[F:15])[F:13])([C:4]([C:7]([F:10])([F:9])[F:8])([F:6])[F:5])([F:3])[F:2], predict the reactants needed to synthesize it. The reactants are: [C:1]([O:11][CH:12]([C:14]([C:17]([O:19]C)=[O:18])([F:16])[F:15])[F:13])([C:4]([C:7]([F:10])([F:9])[F:8])([F:6])[F:5])([F:3])[F:2].[OH-].[Na+:22]. (7) Given the product [Br:10][C:9]1[CH:8]=[C:7]([C:28]2[N:11]=[N:12][N:13]([CH3:23])[N:26]=2)[CH:4]=[CH:3][C:2]=1[Cl:1], predict the reactants needed to synthesize it. The reactants are: [Cl:1][C:2]1[CH:3]=[C:4]([CH:7]=[CH:8][C:9]=1[Br:10])C#N.[N-:11]=[N+:12]=[N-:13].[Na+].[Cl-].[NH4+].C([O-])([O-])=O.[K+].[K+].[CH3:23]I.C[N:26]([CH:28]=O)C. (8) Given the product [NH2:1][C:2]1[C:18]([F:19])=[CH:17][C:16]([Cl:20])=[C:4]([CH:3]=1)[CH2:5][C:6]1([C:9]([O:11][C:12]([CH3:15])([CH3:14])[CH3:13])=[O:10])[CH2:7][CH2:8]1, predict the reactants needed to synthesize it. The reactants are: [NH2:1][C:2]1[CH:3]=[C:4]([CH:16]=[CH:17][C:18]=1[F:19])[CH2:5][C:6]1([C:9]([O:11][C:12]([CH3:15])([CH3:14])[CH3:13])=[O:10])[CH2:8][CH2:7]1.[Cl:20]N1C(=O)CCC1=O.